From a dataset of Reaction yield outcomes from USPTO patents with 853,638 reactions. Predict the reaction yield, written as a fraction of the theoretical maximum amount of product (1.0 means a 100% yield; for example, 0.34 means a 34% yield). The reactants are [N:1]1[C:10]2[C:5](=[CH:6][CH:7]=[CH:8][CH:9]=2)[N:4]=[CH:3][C:2]=1[C:11]([OH:13])=O.CCN(C(C)C)C(C)C.CCN=C=NCCCN(C)C.C1C=CC2N(O)N=NC=2C=1.[F:44][C:45]1[CH:59]=[CH:58][C:48]([CH2:49][C:50]2([C:56]#[N:57])[CH2:55][CH2:54][NH:53][CH2:52][CH2:51]2)=[CH:47][CH:46]=1. The catalyst is CN(C=O)C.O. The product is [F:44][C:45]1[CH:59]=[CH:58][C:48]([CH2:49][C:50]2([C:56]#[N:57])[CH2:55][CH2:54][N:53]([C:11]([C:2]3[CH:3]=[N:4][C:5]4[C:10](=[CH:9][CH:8]=[CH:7][CH:6]=4)[N:1]=3)=[O:13])[CH2:52][CH2:51]2)=[CH:47][CH:46]=1. The yield is 0.514.